Dataset: TCR-epitope binding with 47,182 pairs between 192 epitopes and 23,139 TCRs. Task: Binary Classification. Given a T-cell receptor sequence (or CDR3 region) and an epitope sequence, predict whether binding occurs between them. (1) The epitope is IPIQASLPF. The TCR CDR3 sequence is CASSIDLRGYQNIQYF. Result: 0 (the TCR does not bind to the epitope). (2) The epitope is YSEHPTFTSQY. The TCR CDR3 sequence is CASSEPSTANEQFF. Result: 1 (the TCR binds to the epitope).